Dataset: Full USPTO retrosynthesis dataset with 1.9M reactions from patents (1976-2016). Task: Predict the reactants needed to synthesize the given product. (1) Given the product [F:15][C:12]([F:13])([F:14])[C:11]([N:8]1[CH2:7][CH2:6][C:5]2[CH:17]=[CH:18][CH:2]=[CH:3][C:4]=2[CH2:10][CH2:9]1)=[O:16], predict the reactants needed to synthesize it. The reactants are: Cl[C:2]1[CH:18]=[CH:17][C:5]2[CH2:6][CH2:7][N:8]([C:11](=[O:16])[C:12]([F:15])([F:14])[F:13])[CH2:9][CH2:10][C:4]=2[C:3]=1OS(C(F)(F)F)(=O)=O.C1C=CC(P(C2C(C3C(P(C4C=CC=CC=4)C4C=CC=CC=4)=CC=C4C=3C=CC=C4)=C3C(C=CC=C3)=CC=2)C2C=CC=CC=2)=CC=1.NCC1C=NC(CCC(C)(C)C)=CC=1.C(=O)([O-])[O-].[Cs+].[Cs+]. (2) Given the product [CH3:9][S:10]([CH2:2][CH2:3][CH2:4][CH2:5][CH2:6][CH2:7][OH:8])(=[O:12])=[O:11], predict the reactants needed to synthesize it. The reactants are: Br[CH2:2][CH2:3][CH2:4][CH2:5][CH2:6][CH2:7][OH:8].[CH3:9][S:10]([OH:12])=[O:11].CCO.O.